This data is from Forward reaction prediction with 1.9M reactions from USPTO patents (1976-2016). The task is: Predict the product of the given reaction. (1) The product is: [Cl:1][C:2]1[CH:3]=[C:4]([C:12]2[O:14][N:58]=[C:59]([C:60]3[C:61]([CH3:77])=[C:62]4[C:66](=[CH:67][CH:68]=3)[N:65]([CH2:69][CH2:70][CH2:71][C:72]([O:74][CH2:75][CH3:76])=[O:73])[N:64]=[CH:63]4)[N:78]=2)[CH:5]=[N:6][C:7]=1[O:8][CH:9]([CH3:10])[CH3:11]. Given the reactants [Cl:1][C:2]1[CH:3]=[C:4]([C:12]([OH:14])=O)[CH:5]=[N:6][C:7]=1[O:8][CH:9]([CH3:11])[CH3:10].C1CN([P+](ON2N=NC3C=CC=CC2=3)(N2CCCC2)N2CCCC2)CC1.F[P-](F)(F)(F)(F)F.CCN(C(C)C)C(C)C.O[NH:58][C:59](=[NH:78])[C:60]1[C:61]([CH3:77])=[C:62]2[C:66](=[CH:67][CH:68]=1)[N:65]([CH2:69][CH2:70][CH2:71][C:72]([O:74][CH2:75][CH3:76])=[O:73])[N:64]=[CH:63]2, predict the reaction product. (2) Given the reactants [OH-].[Na+].C([NH:11][C:12]([NH:14][C:15]1[CH:20]=[C:19]([I:21])[CH:18]=[C:17]([I:22])[CH:16]=1)=[S:13])(=O)C1C=CC=CC=1, predict the reaction product. The product is: [I:21][C:19]1[CH:20]=[C:15]([NH:14][C:12]([NH2:11])=[S:13])[CH:16]=[C:17]([I:22])[CH:18]=1. (3) Given the reactants [CH3:1][C:2]1[CH:7]=[CH:6][C:5]([CH3:8])=[CH:4][C:3]=1[CH2:9][C:10]([N:12]1[CH2:17][CH2:16][CH:15]([C:18]2[S:19][CH:20]=[C:21](C(O)=O)[N:22]=2)[CH2:14][CH2:13]1)=[O:11].C([N:28]([CH2:31]C)CC)C.C1(P(N=[N+]=[N-])(C2C=CC=CC=2)=[O:40])C=CC=CC=1.O.[C:51]([OH:55])([CH3:54])([CH3:53])[CH3:52], predict the reaction product. The product is: [C:51]([O:55][C:31](=[O:40])[NH:28][C:21]1[N:22]=[C:18]([CH:15]2[CH2:14][CH2:13][N:12]([C:10](=[O:11])[CH2:9][C:3]3[CH:4]=[C:5]([CH3:8])[CH:6]=[CH:7][C:2]=3[CH3:1])[CH2:17][CH2:16]2)[S:19][CH:20]=1)([CH3:54])([CH3:53])[CH3:52].